Dataset: Forward reaction prediction with 1.9M reactions from USPTO patents (1976-2016). Task: Predict the product of the given reaction. (1) Given the reactants [CH:1]([C:3]1[CH:4]=[CH:5][C:6]([NH:10][C:11](=[O:16])[C:12]([CH3:15])([CH3:14])[CH3:13])=[N:7][C:8]=1[CH3:9])=[O:2].[BH4-].[Na+], predict the reaction product. The product is: [OH:2][CH2:1][C:3]1[CH:4]=[CH:5][C:6]([NH:10][C:11](=[O:16])[C:12]([CH3:14])([CH3:13])[CH3:15])=[N:7][C:8]=1[CH3:9]. (2) Given the reactants BrC1C=C2C(=[CH:9][CH:10]=1)NC=C2.CN1CCC(=O)CC1.[OH-].[K+].Br[C:22]1[CH:23]=[C:24]2[C:28](=[CH:29][CH:30]=1)[NH:27][CH:26]=[C:25]2[C:31]1[CH2:32][CH2:33][N:34]([CH3:37])[CH2:35][CH:36]=1.CC=[CH:40][NH:41][SH:42](=[O:44])=[O:43], predict the reaction product. The product is: [CH3:40][NH:41][S:42]([CH2:9][CH2:10][C:22]1[CH:30]=[CH:29][C:28]2[NH:27][CH:26]=[C:25]([CH:31]3[CH2:32][CH2:33][N:34]([CH3:37])[CH2:35][CH2:36]3)[C:24]=2[CH:23]=1)(=[O:44])=[O:43]. (3) Given the reactants FC(F)(F)S(O[C:7]1[C:12]([CH3:13])=[CH:11][CH:10]=[C:9]([CH3:14])[C:8]=1[Si](C)(C)C)(=O)=O.[F-].[Cs+].[P:23]([O-:26])([O-:25])[O-:24].[C:27](#N)[CH3:28].[CH3:30][CH2:31]OC(C)=O, predict the reaction product. The product is: [CH3:14][C:9]1[CH:10]=[CH:11][C:12]([CH3:13])=[CH:7][C:8]=1[P:23](=[O:26])([O:25][CH2:27][CH3:28])[O:24][CH2:30][CH3:31]. (4) Given the reactants C([N:4]1[C:12]2[C:7](=[CH:8][C:9]([N+:13]([O-:15])=[O:14])=[CH:10][CH:11]=2)[C:6](=[C:16](OCC)[C:17]2[CH:22]=[CH:21][CH:20]=[CH:19][CH:18]=2)[C:5]1=[O:26])(=O)C.[CH3:27][N:28]1[CH2:33][CH2:32][N:31]([CH2:34][C:35]2[CH:36]=[C:37]([CH:39]=[CH:40][CH:41]=2)[NH2:38])[CH2:30][CH2:29]1.[OH-].[Na+], predict the reaction product. The product is: [CH3:27][N:28]1[CH2:33][CH2:32][N:31]([CH2:34][C:35]2[CH:36]=[C:37]([NH:38]/[C:16](=[C:6]3\[C:5](=[O:26])[NH:4][C:12]4[C:7]\3=[CH:8][C:9]([N+:13]([O-:15])=[O:14])=[CH:10][CH:11]=4)/[C:17]3[CH:18]=[CH:19][CH:20]=[CH:21][CH:22]=3)[CH:39]=[CH:40][CH:41]=2)[CH2:30][CH2:29]1. (5) Given the reactants Cl.[CH3:2][C:3]1([CH3:19])[C:11]2[C:6](=[N:7][CH:8]=[CH:9][N:10]=2)[N:5]([CH:12]2[CH2:17][CH2:16][NH:15][CH2:14][CH2:13]2)[C:4]1=[O:18].Cl.Cl.CC1(C)C2C(=NC=CC=2)N(C2CCNCC2)C1=O.Cl[C:41]1[N:50]=[CH:49][C:48]2[C:43](=[CH:44][C:45]([Cl:51])=[CH:46][CH:47]=2)[N:42]=1.C(=O)([O-])[O-].[K+].[K+], predict the reaction product. The product is: [Cl:51][C:45]1[CH:44]=[C:43]2[C:48]([CH:49]=[N:50][C:41]([N:15]3[CH2:16][CH2:17][CH:12]([N:5]4[C:6]5=[N:7][CH:8]=[CH:9][N:10]=[C:11]5[C:3]([CH3:19])([CH3:2])[C:4]4=[O:18])[CH2:13][CH2:14]3)=[N:42]2)=[CH:47][CH:46]=1. (6) Given the reactants [N-:1]=[N+:2]=[N-:3].[Na+].O.[CH2:6]([O:13][C:14]([N:16]1[CH2:22][CH2:21][CH:20]2[CH:18]([O:19]2)[CH2:17]1)=[O:15])[C:7]1[CH:12]=[CH:11][CH:10]=[CH:9][CH:8]=1, predict the reaction product. The product is: [CH2:6]([O:13][C:14]([N:16]1[CH2:22][CH2:21][CH:20]([N:1]=[N+:2]=[N-:3])[CH:18]([OH:19])[CH2:17]1)=[O:15])[C:7]1[CH:12]=[CH:11][CH:10]=[CH:9][CH:8]=1.[CH2:6]([O:13][C:14]([N:16]1[CH2:22][CH2:21][CH:20]([OH:19])[CH:18]([N:1]=[N+:2]=[N-:3])[CH2:17]1)=[O:15])[C:7]1[CH:12]=[CH:11][CH:10]=[CH:9][CH:8]=1.